This data is from Peptide-MHC class II binding affinity with 134,281 pairs from IEDB. The task is: Regression. Given a peptide amino acid sequence and an MHC pseudo amino acid sequence, predict their binding affinity value. This is MHC class II binding data. The peptide sequence is TMAEVRLAAMFFCAVKK. The MHC is HLA-DQA10201-DQB10402 with pseudo-sequence HLA-DQA10201-DQB10402. The binding affinity (normalized) is 0.